Dataset: Full USPTO retrosynthesis dataset with 1.9M reactions from patents (1976-2016). Task: Predict the reactants needed to synthesize the given product. (1) Given the product [CH2:1]([NH:3][C:4]([NH:6][C:7]1[CH:8]=[CH:9][C:10]([C:13]2[N:14]=[C:15]([N:23]3[CH2:24][CH2:25][O:26][CH2:27][CH2:28]3)[C:16]3[CH2:22][CH2:21][N:20]([C:30]4[CH:31]=[CH:32][C:33](=[O:37])[N:34]([CH3:36])[CH:35]=4)[CH2:19][C:17]=3[N:18]=2)=[CH:11][CH:12]=1)=[O:5])[CH3:2], predict the reactants needed to synthesize it. The reactants are: [CH2:1]([NH:3][C:4]([NH:6][C:7]1[CH:12]=[CH:11][C:10]([C:13]2[N:14]=[C:15]([N:23]3[CH2:28][CH2:27][O:26][CH2:25][CH2:24]3)[C:16]3[CH2:22][CH2:21][NH:20][CH2:19][C:17]=3[N:18]=2)=[CH:9][CH:8]=1)=[O:5])[CH3:2].Br[C:30]1[CH:31]=[CH:32][C:33](=[O:37])[N:34]([CH3:36])[CH:35]=1. (2) Given the product [I:1][C:2]1[CH:7]=[CH:6][CH:5]=[CH:4][C:3]=1[C:8]1[NH:40][C:37]2[C:38]([C:9]=1[CH2:10][CH2:11][CH2:12][N:13]1[CH2:18][CH2:17][CH:16]([C:19]3[CH:20]=[C:21]([NH:25][C:26](=[O:30])[CH:27]([CH3:29])[CH3:28])[CH:22]=[CH:23][CH:24]=3)[CH2:15][CH2:14]1)=[CH:39][C:34]([CH3:33])=[CH:35][CH:36]=2, predict the reactants needed to synthesize it. The reactants are: [I:1][C:2]1[CH:7]=[CH:6][CH:5]=[CH:4][C:3]=1[C:8](=O)[CH2:9][CH2:10][CH2:11][CH2:12][N:13]1[CH2:18][CH2:17][CH:16]([C:19]2[CH:20]=[C:21]([NH:25][C:26](=[O:30])[CH:27]([CH3:29])[CH3:28])[CH:22]=[CH:23][CH:24]=2)[CH2:15][CH2:14]1.Cl.[CH3:33][C:34]1[CH:39]=[CH:38][C:37]([NH:40]N)=[CH:36][CH:35]=1. (3) Given the product [Br:1][C:2]1[N:13]=[CH:12][C:5]2=[N:6][C:7]([Cl:11])=[C:8]([NH:17][CH:14]3[CH2:16][CH2:15]3)[N:9]=[C:4]2[CH:3]=1, predict the reactants needed to synthesize it. The reactants are: [Br:1][C:2]1[N:13]=[CH:12][C:5]2=[N:6][C:7]([Cl:11])=[C:8](Cl)[N:9]=[C:4]2[CH:3]=1.[CH:14]1([NH2:17])[CH2:16][CH2:15]1.CCN(C(C)C)C(C)C. (4) Given the product [Cl:20][CH2:2][CH:3]1[CH2:12][C:11]2[C:6](=[CH:7][CH:8]=[CH:9][CH:10]=2)[C:5](=[O:13])[N:4]1[CH:14]([CH3:17])[CH2:22][Cl:25], predict the reactants needed to synthesize it. The reactants are: O[CH2:2][CH:3]1[CH2:12][C:11]2[C:6](=[CH:7][CH:8]=[CH:9][CH:10]=2)[C:5](=[O:13])[N:4]1[CH:14]([CH3:17])CO.S(Cl)([Cl:20])=O.[CH:22]([Cl:25])(Cl)Cl. (5) Given the product [Cl:13][C:14]1[CH:20]=[CH:19][C:17]([N:18]2[CH:7]=[N:8][C:9]([NH2:12])=[N:10]2)=[CH:16][CH:15]=1, predict the reactants needed to synthesize it. The reactants are: C1([C:7]2O[N:10]=[C:9]([NH2:12])[N:8]=2)C=CC=CC=1.[Cl:13][C:14]1[CH:20]=[CH:19][C:17]([NH2:18])=[CH:16][CH:15]=1. (6) Given the product [CH:1]1([C:4]2[NH:8][N:7]=[C:6]([NH:9][C:10]3[C:17]([F:18])=[CH:16][C:13]([CH2:14][N:29]4[CH2:34][CH2:33][O:32][CH2:31][CH2:30]4)=[C:12]([NH:19][C@H:20]([C:22]4[CH:27]=[CH:26][C:25]([F:28])=[CH:24][CH:23]=4)[CH3:21])[N:11]=3)[CH:5]=2)[CH2:3][CH2:2]1, predict the reactants needed to synthesize it. The reactants are: [CH:1]1([C:4]2[NH:8][N:7]=[C:6]([NH:9][C:10]3[C:17]([F:18])=[CH:16][C:13]([CH:14]=O)=[C:12]([NH:19][C@H:20]([C:22]4[CH:27]=[CH:26][C:25]([F:28])=[CH:24][CH:23]=4)[CH3:21])[N:11]=3)[CH:5]=2)[CH2:3][CH2:2]1.[NH:29]1[CH2:34][CH2:33][O:32][CH2:31][CH2:30]1.[BH-](OC(C)=O)(OC(C)=O)OC(C)=O.[Na+].